From a dataset of Forward reaction prediction with 1.9M reactions from USPTO patents (1976-2016). Predict the product of the given reaction. (1) The product is: [CH2:23]([O:14][C:3]1[C:2]([Br:1])=[CH:7][C:6]([Br:8])=[CH:5][C:4]=1[CH2:9][C:10]([O:12][CH3:13])=[O:11])[C:24]1[CH:29]=[CH:28][CH:27]=[CH:26][CH:25]=1. Given the reactants [Br:1][C:2]1[C:3]([OH:14])=[C:4]([CH2:9][C:10]([O:12][CH3:13])=[O:11])[CH:5]=[C:6]([Br:8])[CH:7]=1.C(=O)([O-])[O-].[K+].[K+].[I-].[K+].[CH2:23](Br)[C:24]1[CH:29]=[CH:28][CH:27]=[CH:26][CH:25]=1, predict the reaction product. (2) Given the reactants [CH3:1][NH:2][CH2:3][CH2:4][CH:5]1[O:10][CH2:9][CH2:8][N:7]([C:11]([O:13][CH2:14][C:15]2[CH:20]=[C:19]([Cl:21])[CH:18]=[C:17]([Cl:22])[CH:16]=2)=[O:12])[CH2:6]1.[O:23]=[C:24]1[NH:28][CH:27]=[C:26]([C:29](O)=[O:30])[O:25]1.C(P1(=O)OP(CCC)(=O)OP(CCC)(=O)O1)CC.CCN(C(C)C)C(C)C, predict the reaction product. The product is: [CH3:1][N:2]([CH2:3][CH2:4][CH:5]1[O:10][CH2:9][CH2:8][N:7]([C:11]([O:13][CH2:14][C:15]2[CH:16]=[C:17]([Cl:22])[CH:18]=[C:19]([Cl:21])[CH:20]=2)=[O:12])[CH2:6]1)[C:29]([C:26]1[O:25][C:24](=[O:23])[NH:28][CH:27]=1)=[O:30]. (3) Given the reactants [O:1]1[CH2:5][CH2:4][C@H:3]([OH:6])[CH2:2]1.CC(C)([O-])C.[K+].F[C:14]1[CH:21]=[CH:20][C:19]([C:22]2[N:27]=[C:26]([NH:28][C:29]3[CH:34]=[CH:33][C:32]([N:35]4[CH2:40][CH2:39][N:38]([CH:41]5[CH2:44][O:43][CH2:42]5)[CH2:37][CH2:36]4)=[CH:31][CH:30]=3)[N:25]=[CH:24][N:23]=2)=[CH:18][C:15]=1[C:16]#[N:17].O, predict the reaction product. The product is: [O:43]1[CH2:42][CH:41]([N:38]2[CH2:39][CH2:40][N:35]([C:32]3[CH:31]=[CH:30][C:29]([NH:28][C:26]4[N:25]=[CH:24][N:23]=[C:22]([C:19]5[CH:20]=[CH:21][C:14]([O:6][C@H:3]6[CH2:4][CH2:5][O:1][CH2:2]6)=[C:15]([CH:18]=5)[C:16]#[N:17])[N:27]=4)=[CH:34][CH:33]=3)[CH2:36][CH2:37]2)[CH2:44]1. (4) The product is: [Cl:10][C:9]1[CH:8]=[CH:7][C:6]([C:11]2[C:12]([N:17]3[CH2:18][CH2:19][CH:20]([C:23]([O:25][CH3:26])=[O:24])[CH2:21][CH2:22]3)=[N:13][CH:14]=[CH:15][CH:16]=2)=[CH:5][C:4]=1[C:1]([NH:35][CH2:34][CH:27]1[CH2:33][CH2:32][CH2:31][CH2:30][CH2:29][CH2:28]1)=[O:2]. Given the reactants [C:1]([C:4]1[CH:5]=[C:6]([C:11]2[C:12]([N:17]3[CH2:22][CH2:21][CH:20]([C:23]([O:25][CH3:26])=[O:24])[CH2:19][CH2:18]3)=[N:13][CH:14]=[CH:15][CH:16]=2)[CH:7]=[CH:8][C:9]=1[Cl:10])(O)=[O:2].[CH:27]1([CH2:34][NH2:35])[CH2:33][CH2:32][CH2:31][CH2:30][CH2:29][CH2:28]1, predict the reaction product. (5) Given the reactants [CH:1]1([OH:6])[CH2:5][CH2:4][CH2:3][CH2:2]1.CC(C)([O-])C.[K+].[Cl:13][C:14]1[CH:19]=[C:18]([C:20]([F:23])([F:22])[F:21])[N:17]=[C:16](S(C)(=O)=O)[N:15]=1, predict the reaction product. The product is: [Cl:13][C:14]1[CH:19]=[C:18]([C:20]([F:22])([F:21])[F:23])[N:17]=[C:16]([O:6][CH:1]2[CH2:5][CH2:4][CH2:3][CH2:2]2)[N:15]=1. (6) The product is: [C:1]([C:5]1[CH:9]=[C:8]([NH:10][C:11]([NH:45][C:44]2[CH:46]=[CH:47][CH:48]=[C:42]([O:41][C:32]3[C:31]4[C:36](=[CH:37][C:38]([O:39][CH3:40])=[C:29]([O:28][CH3:27])[CH:30]=4)[N:35]=[CH:34][N:33]=3)[CH:43]=2)=[O:19])[N:7]([C:20]2[CH:25]=[CH:24][C:23]([CH3:26])=[CH:22][CH:21]=2)[N:6]=1)([CH3:2])([CH3:3])[CH3:4]. Given the reactants [C:1]([C:5]1[CH:9]=[C:8]([NH:10][C:11](=[O:19])OC2C=CC=CC=2)[N:7]([C:20]2[CH:25]=[CH:24][C:23]([CH3:26])=[CH:22][CH:21]=2)[N:6]=1)([CH3:4])([CH3:3])[CH3:2].[CH3:27][O:28][C:29]1[CH:30]=[C:31]2[C:36](=[CH:37][C:38]=1[O:39][CH3:40])[N:35]=[CH:34][N:33]=[C:32]2[O:41][C:42]1[CH:43]=[C:44]([CH:46]=[CH:47][CH:48]=1)[NH2:45], predict the reaction product.